From a dataset of Full USPTO retrosynthesis dataset with 1.9M reactions from patents (1976-2016). Predict the reactants needed to synthesize the given product. Given the product [Cl:1][C:2]1[C:7]([NH2:8])=[C:6]([NH:11][CH3:12])[CH:5]=[C:4]([Cl:13])[N:3]=1, predict the reactants needed to synthesize it. The reactants are: [Cl:1][C:2]1[C:7]([N+:8]([O-])=O)=[C:6]([NH:11][CH3:12])[CH:5]=[C:4]([Cl:13])[N:3]=1.[Sn](Cl)(Cl)Cl.Cl.[OH-].[Na+].